Dataset: Catalyst prediction with 721,799 reactions and 888 catalyst types from USPTO. Task: Predict which catalyst facilitates the given reaction. (1) Reactant: Cl.C([N:9]1[CH2:14][CH2:13][CH2:12][C:11](=O)[CH2:10]1)C1C=CC=CC=1.C(N(CC)CC)C.C(OC([N:30]1[CH2:35][CH2:34][NH:33][CH2:32][CH2:31]1)=O)(C)(C)C.[Na]. Product: [N:30]1([CH:11]2[CH2:12][CH2:13][CH2:14][NH:9][CH2:10]2)[CH2:35][CH2:34][NH:33][CH2:32][CH2:31]1. The catalyst class is: 2. (2) Reactant: [CH:1]1([C:4]2[CH:9]=[CH:8][C:7](Br)=[CH:6][CH:5]=2)[CH2:3][CH2:2]1.C([Li])CCC.CCCCCC.[CH:22]([C:24]1[CH:29]=[CH:28][N:27]=[CH:26][C:25]=1[O:30][CH2:31][O:32][CH2:33][CH2:34][Si:35]([CH3:38])([CH3:37])[CH3:36])=[O:23].[Cl-].[NH4+]. Product: [CH:1]1([C:4]2[CH:9]=[CH:8][C:7]([CH:22]([C:24]3[CH:29]=[CH:28][N:27]=[CH:26][C:25]=3[O:30][CH2:31][O:32][CH2:33][CH2:34][Si:35]([CH3:38])([CH3:37])[CH3:36])[OH:23])=[CH:6][CH:5]=2)[CH2:3][CH2:2]1. The catalyst class is: 7.